Task: Predict the reaction yield, written as a fraction of the theoretical maximum amount of product (1.0 means a 100% yield; for example, 0.34 means a 34% yield).. Dataset: Reaction yield outcomes from USPTO patents with 853,638 reactions (1) The reactants are [N:1]1[CH:6]=[CH:5][CH:4]=[CH:3][C:2]=1[C:7]1[S:11][C:10]([S:12](Cl)(=[O:14])=[O:13])=[CH:9][CH:8]=1.[NH2:16][C:17]1[CH:18]=[C:19]([CH:23]=[CH:24][CH:25]=1)[C:20]([OH:22])=[O:21]. No catalyst specified. The product is [N:1]1[CH:6]=[CH:5][CH:4]=[CH:3][C:2]=1[C:7]1[S:11][C:10]([S:12]([NH:16][C:17]2[CH:18]=[C:19]([CH:23]=[CH:24][CH:25]=2)[C:20]([OH:22])=[O:21])(=[O:14])=[O:13])=[CH:9][CH:8]=1. The yield is 0.180. (2) The reactants are [CH3:1][C:2]1[N:7]=[C:6]([O:8][C:9]2[CH:10]=[C:11]([CH2:15]O)[CH:12]=[CH:13][CH:14]=2)[CH:5]=[CH:4][CH:3]=1.S(Cl)([Cl:19])=O.C(=O)(O)[O-].[Na+]. The catalyst is ClCCl. The product is [Cl:19][CH2:15][C:11]1[CH:10]=[C:9]([CH:14]=[CH:13][CH:12]=1)[O:8][C:6]1[CH:5]=[CH:4][CH:3]=[C:2]([CH3:1])[N:7]=1. The yield is 0.990. (3) The reactants are [NH:1]1[CH2:8][CH2:7][CH2:6][C@H:2]1[C:3]([OH:5])=[O:4].Br[C:10]1[S:11][C:12]2[CH:18]=[CH:17][CH:16]=[CH:15][C:13]=2[N:14]=1.C(=O)([O-])[O-].[K+].[K+]. The catalyst is CN(C)C=O.[Cu](I)I. The product is [S:11]1[C:12]2[CH:18]=[CH:17][CH:16]=[CH:15][C:13]=2[N:14]=[C:10]1[N:1]1[CH2:8][CH2:7][CH2:6][C@H:2]1[C:3]([OH:5])=[O:4]. The yield is 0.600. (4) The reactants are [Cl:1][C:2]1[CH:10]=[CH:9][C:5]([C:6]([OH:8])=[O:7])=[C:4]([CH3:11])[CH:3]=1.S(=O)(=O)(O)O.[I:17]N1C(=O)CCC1=O. No catalyst specified. The product is [Cl:1][C:2]1[C:10]([I:17])=[CH:9][C:5]([C:6]([OH:8])=[O:7])=[C:4]([CH3:11])[CH:3]=1. The yield is 0.990. (5) The reactants are [Cl:1][C:2]1[N:7]=[C:6]([NH:8][CH3:9])[C:5]([CH3:10])=[CH:4][N:3]=1.[NH2:11][C@@H:12]1[CH2:17][CH2:16][C@H:15]([CH2:18][NH:19][C:20](=[O:35])[C:21]2[CH:26]=[C:25]([C:27]([F:30])([F:29])[F:28])[CH:24]=[C:23]([C:31]([F:34])([F:33])[F:32])[CH:22]=2)[CH2:14][CH2:13]1.C(O)(C(F)(F)F)=O.CCN(C(C)C)C(C)C.Cl.C(OCC)C. The catalyst is CC(O)C. The product is [ClH:1].[CH3:10][C:5]1[C:6]([NH:8][CH3:9])=[N:7][C:2]([NH:11][C@@H:12]2[CH2:13][CH2:14][C@H:15]([CH2:18][NH:19][C:20](=[O:35])[C:21]3[CH:26]=[C:25]([C:27]([F:29])([F:30])[F:28])[CH:24]=[C:23]([C:31]([F:32])([F:33])[F:34])[CH:22]=3)[CH2:16][CH2:17]2)=[N:3][CH:4]=1. The yield is 0.660. (6) The reactants are Cl.[CH3:2][CH:3]([NH:5][CH2:6][C:7]1([NH2:11])[CH2:10][NH:9][CH2:8]1)[CH3:4].[F:12][C:13]1[C:14]([NH:23][C:24]2[CH:29]=[CH:28][C:27]([I:30])=[CH:26][C:25]=2[F:31])=[C:15]([CH:19]=[CH:20][C:21]=1[F:22])[C:16](F)=[O:17]. The catalyst is C(=O)(O)[O-].[Na+].O1CCOCC1.O. The product is [F:12][C:13]1[C:14]([NH:23][C:24]2[CH:29]=[CH:28][C:27]([I:30])=[CH:26][C:25]=2[F:31])=[C:15]([C:16]([N:9]2[CH2:10][C:7]([CH2:6][NH:5][CH:3]([CH3:4])[CH3:2])([NH2:11])[CH2:8]2)=[O:17])[CH:19]=[CH:20][C:21]=1[F:22]. The yield is 0.370.